From a dataset of Reaction yield outcomes from USPTO patents with 853,638 reactions. Predict the reaction yield, written as a fraction of the theoretical maximum amount of product (1.0 means a 100% yield; for example, 0.34 means a 34% yield). (1) The reactants are [F:1][C:2]1[CH:7]=[C:6]([F:8])[CH:5]=[CH:4][C:3]=1[N:9]1[C:13]2[CH:14]=[CH:15][CH:16]=[CH:17][C:12]=2[NH:11][S:10]1(=[O:19])=[O:18].[Br:20][CH2:21][CH2:22][O:23][CH2:24][CH2:25]Br.C(=O)([O-])[O-].[Cs+].[Cs+]. No catalyst specified. The product is [Br:20][CH2:21][CH2:22][O:23][CH2:24][CH2:25][N:11]1[C:12]2[CH:17]=[CH:16][CH:15]=[CH:14][C:13]=2[N:9]([C:3]2[CH:4]=[CH:5][C:6]([F:8])=[CH:7][C:2]=2[F:1])[S:10]1(=[O:18])=[O:19]. The yield is 0.530. (2) The yield is 0.790. The catalyst is O1CCOCC1. The reactants are [Cl:1][C:2]1[CH:15]=[CH:14][C:5]2[S:6][C:7]([S:10](Cl)(=[O:12])=[O:11])=[C:8]([CH3:9])[C:4]=2[CH:3]=1.[NH2:16][C:17]1[CH:25]=[C:21]([C:22]([OH:24])=[O:23])[C:20]([OH:26])=[CH:19][CH:18]=1. The product is [Cl:1][C:2]1[CH:15]=[CH:14][C:5]2[S:6][C:7]([S:10]([NH:16][C:17]3[CH:18]=[CH:19][C:20]([OH:26])=[C:21]([CH:25]=3)[C:22]([OH:24])=[O:23])(=[O:12])=[O:11])=[C:8]([CH3:9])[C:4]=2[CH:3]=1.